This data is from Full USPTO retrosynthesis dataset with 1.9M reactions from patents (1976-2016). The task is: Predict the reactants needed to synthesize the given product. (1) Given the product [Cl:9][C:6]1[N:5]=[CH:4][N:3]=[C:2]([NH:10][C:11]2[CH:16]=[CH:15][C:14]([C:17]([F:18])([F:19])[F:20])=[CH:13][CH:12]=2)[C:7]=1[CH3:8], predict the reactants needed to synthesize it. The reactants are: Cl[C:2]1[C:7]([CH3:8])=[C:6]([Cl:9])[N:5]=[CH:4][N:3]=1.[NH2:10][C:11]1[CH:16]=[CH:15][C:14]([C:17]([F:20])([F:19])[F:18])=[CH:13][CH:12]=1. (2) The reactants are: [C:1]([O:5][C:6](=[O:32])[N:7]([CH2:19][C:20]1[CH:25]=[CH:24][C:23]([C:26]2[CH:31]=[CH:30][CH:29]=[CH:28][CH:27]=2)=[CH:22][CH:21]=1)[C@H:8]1[CH2:12][CH2:11][C@@H:10]([C:13](=[O:18])N(OC)C)[CH2:9]1)([CH3:4])([CH3:3])[CH3:2].[Br-].O.Cl. Given the product [C:1]([O:5][C:6](=[O:32])[N:7]([CH2:19][C:20]1[CH:21]=[CH:22][C:23]([C:26]2[CH:31]=[CH:30][CH:29]=[CH:28][CH:27]=2)=[CH:24][CH:25]=1)[C@H:8]1[CH2:12][CH2:11][C@@H:10]([C:13](=[O:18])[CH2:10][CH2:9][CH:8]=[CH2:12])[CH2:9]1)([CH3:4])([CH3:2])[CH3:3], predict the reactants needed to synthesize it.